Predict the reactants needed to synthesize the given product. From a dataset of Full USPTO retrosynthesis dataset with 1.9M reactions from patents (1976-2016). (1) Given the product [OH:24][C:21]1([C:2]2[CH:9]=[CH:8][C:5]([C:6]#[N:7])=[CH:4][N:3]=2)[CH2:22][CH2:23][C:18]2([O:17][CH2:16][CH2:15][O:25]2)[CH2:19][CH2:20]1, predict the reactants needed to synthesize it. The reactants are: Br[C:2]1[CH:9]=[CH:8][C:5]([C:6]#[N:7])=[CH:4][N:3]=1.C([Li])CCC.[CH2:15]1[O:25][C:18]2([CH2:23][CH2:22][C:21](=[O:24])[CH2:20][CH2:19]2)[O:17][CH2:16]1. (2) Given the product [Cl:1][C:2]1[C:7](=[O:8])[NH:6][N:5]=[CH:4][C:3]=1[CH2:15][C:18]1[CH:23]=[CH:22][CH:21]=[CH:20][C:19]=1[C:24]([F:26])([F:27])[F:25], predict the reactants needed to synthesize it. The reactants are: [Cl:1][C:2]1[C:7](=[O:8])[N:6](C2CCCCO2)[N:5]=[CH:4][C:3]=1[CH:15]([C:18]1[CH:23]=[CH:22][CH:21]=[CH:20][C:19]=1[C:24]([F:27])([F:26])[F:25])C#N. (3) Given the product [CH:7]([C:4]1[NH:5][CH:6]=[C:2]([C:12]2[CH:11]=[C:10]([CH3:19])[CH:15]=[CH:14][CH:13]=2)[N:3]=1)([CH3:9])[CH3:8], predict the reactants needed to synthesize it. The reactants are: Br[C:2]1[N:3]=[C:4]([CH:7]([CH3:9])[CH3:8])[NH:5][CH:6]=1.[C:10]1([CH3:19])[CH:15]=[CH:14][CH:13]=[C:12](B(O)O)[CH:11]=1.C([O-])([O-])=O.[Na+].[Na+]. (4) Given the product [CH2:40]([O:39][C:37](=[O:38])[CH2:36][O:1][C@H:2]1[CH2:5][C@H:4]([N:6]2[C:11](=[O:12])[C:10]([CH2:13][C:14]3[CH:15]=[CH:16][C:17]([C:20]4[CH:25]=[CH:24][CH:23]=[CH:22][C:21]=4[C:26]#[N:27])=[CH:18][CH:19]=3)=[C:9]([CH2:28][CH2:29][CH3:30])[N:8]3[N:31]=[CH:32][N:33]=[C:7]23)[CH2:3]1)[CH3:41], predict the reactants needed to synthesize it. The reactants are: [OH:1][C@H:2]1[CH2:5][C@H:4]([N:6]2[C:11](=[O:12])[C:10]([CH2:13][C:14]3[CH:19]=[CH:18][C:17]([C:20]4[C:21]([C:26]#[N:27])=[CH:22][CH:23]=[CH:24][CH:25]=4)=[CH:16][CH:15]=3)=[C:9]([CH2:28][CH2:29][CH3:30])[N:8]3[N:31]=[CH:32][N:33]=[C:7]23)[CH2:3]1.[N+](=[CH:36][C:37]([O:39][CH2:40][CH3:41])=[O:38])=[N-]. (5) Given the product [OH:37][C@@H:35]([CH3:36])[C:33]([N:1]1[CH2:5][CH2:4][C@@H:3]([NH:6][C:7]([C:9]2[C:13]3[N:14]=[CH:15][N:16]=[C:17]([C:18]4[C:26]5[O:25][CH2:24][O:23][C:22]=5[CH:21]=[CH:20][C:19]=4[O:27][CH2:28][CH2:29][CH2:30][CH3:31])[C:12]=3[NH:11][CH:10]=2)=[O:8])[CH2:2]1)=[O:34], predict the reactants needed to synthesize it. The reactants are: [NH:1]1[CH2:5][CH2:4][C@@H:3]([NH:6][C:7]([C:9]2[C:13]3[N:14]=[CH:15][N:16]=[C:17]([C:18]4[C:26]5[O:25][CH2:24][O:23][C:22]=5[CH:21]=[CH:20][C:19]=4[O:27][CH2:28][CH2:29][CH2:30][CH3:31])[C:12]=3[NH:11][CH:10]=2)=[O:8])[CH2:2]1.Cl[C:33]([C@@H:35]([O:37]C(=O)C)[CH3:36])=[O:34].